Predict the reactants needed to synthesize the given product. From a dataset of Full USPTO retrosynthesis dataset with 1.9M reactions from patents (1976-2016). (1) Given the product [C:1]([O:5][CH:6]([C:11]1[N:15]([CH3:16])[N:14]=[C:13]([C:17]2[CH:22]=[CH:21][CH:20]=[CH:19][N:18]=2)[C:12]=1[C:23]1[CH:24]=[CH:25][C:26]2[O:31][CH2:30][CH2:29][CH2:28][C:27]=2[CH:32]=1)[C:7]([OH:9])=[O:8])([CH3:4])([CH3:2])[CH3:3], predict the reactants needed to synthesize it. The reactants are: [C:1]([O:5][CH:6]([C:11]1[N:15]([CH3:16])[N:14]=[C:13]([C:17]2[CH:22]=[CH:21][CH:20]=[CH:19][N:18]=2)[C:12]=1[C:23]1[CH:24]=[CH:25][C:26]2[O:31][CH2:30][CH2:29][CH2:28][C:27]=2[CH:32]=1)[C:7]([O:9]C)=[O:8])([CH3:4])([CH3:3])[CH3:2].[OH-].[K+]. (2) The reactants are: [NH2:1][C:2]1[N:7]=[C:6]([N:8]2[CH2:13][CH2:12][CH2:11][C@H:10]([C:14]([NH:16][C:17]3[CH:22]=[CH:21][CH:20]=[CH:19][C:18]=3[F:23])=[O:15])[CH2:9]2)[CH:5]=[C:4]([C:24]2[CH:29]=[CH:28][C:27]([C:30]#[N:31])=[C:26](F)[CH:25]=2)[N:3]=1.CCN(C(C)C)C(C)C.[NH2:42][NH2:43]. Given the product [NH2:1][C:2]1[N:7]=[C:6]([N:8]2[CH2:13][CH2:12][CH2:11][C@H:10]([C:14]([NH:16][C:17]3[CH:22]=[CH:21][CH:20]=[CH:19][C:18]=3[F:23])=[O:15])[CH2:9]2)[CH:5]=[C:4]([C:24]2[CH:25]=[C:26]3[C:27]([C:30]([NH2:31])=[N:42][NH:43]3)=[CH:28][CH:29]=2)[N:3]=1, predict the reactants needed to synthesize it.